Regression. Given two drug SMILES strings and cell line genomic features, predict the synergy score measuring deviation from expected non-interaction effect. From a dataset of Merck oncology drug combination screen with 23,052 pairs across 39 cell lines. (1) Drug 1: CCC1=CC2CN(C1)Cc1c([nH]c3ccccc13)C(C(=O)OC)(c1cc3c(cc1OC)N(C)C1C(O)(C(=O)OC)C(OC(C)=O)C4(CC)C=CCN5CCC31C54)C2. Drug 2: O=C(CCCCCCC(=O)Nc1ccccc1)NO. Cell line: OCUBM. Synergy scores: synergy=-29.8. (2) Drug 1: Cn1c(=O)n(-c2ccc(C(C)(C)C#N)cc2)c2c3cc(-c4cnc5ccccc5c4)ccc3ncc21. Drug 2: NC1CCCCC1N.O=C(O)C(=O)O.[Pt+2]. Cell line: CAOV3. Synergy scores: synergy=13.0. (3) Cell line: DLD1. Drug 2: CC(C)CC(NC(=O)C(Cc1ccccc1)NC(=O)c1cnccn1)B(O)O. Drug 1: COc1cccc2c1C(=O)c1c(O)c3c(c(O)c1C2=O)CC(O)(C(=O)CO)CC3OC1CC(N)C(O)C(C)O1. Synergy scores: synergy=-0.0598. (4) Drug 1: CCN(CC)CCNC(=O)c1c(C)[nH]c(C=C2C(=O)Nc3ccc(F)cc32)c1C. Drug 2: CC(C)CC(NC(=O)C(Cc1ccccc1)NC(=O)c1cnccn1)B(O)O. Cell line: HT144. Synergy scores: synergy=-6.67.